From a dataset of Reaction yield outcomes from USPTO patents with 853,638 reactions. Predict the reaction yield, written as a fraction of the theoretical maximum amount of product (1.0 means a 100% yield; for example, 0.34 means a 34% yield). (1) The product is [NH2:17][C:13]1[CH:14]=[C:15]2[C:10](=[CH:11][CH:12]=1)[NH:9][C:8]([C:2]([CH3:7])([CH3:1])[C:3]([O:5][CH3:6])=[O:4])=[CH:16]2. The reactants are [CH3:1][C:2]([C:8]1[NH:9][C:10]2[C:15]([CH:16]=1)=[CH:14][C:13]([N+:17]([O-])=O)=[CH:12][CH:11]=2)([CH3:7])[C:3]([O:5][CH3:6])=[O:4]. The yield is 0.380. The catalyst is [Ni].CO. (2) The product is [CH3:19][O:20][C:21]1[CH:26]=[CH:25][C:24]([C:27]2([C:33]([O:17][C:14]3[CH:13]=[CH:12][C:11]([C:10]([NH:9][O:8][CH2:1][C:2]4[CH:7]=[CH:6][CH:5]=[CH:4][CH:3]=4)=[O:18])=[CH:16][CH:15]=3)=[O:34])[CH2:32][CH2:31][CH2:30][CH2:29][CH2:28]2)=[CH:23][CH:22]=1. The reactants are [CH2:1]([O:8][NH:9][C:10](=[O:18])[C:11]1[CH:16]=[CH:15][C:14]([OH:17])=[CH:13][CH:12]=1)[C:2]1[CH:7]=[CH:6][CH:5]=[CH:4][CH:3]=1.[CH3:19][O:20][C:21]1[CH:26]=[CH:25][C:24]([C:27]2([C:33](Cl)=[O:34])[CH2:32][CH2:31][CH2:30][CH2:29][CH2:28]2)=[CH:23][CH:22]=1.C(OCC)(=O)C. The catalyst is CN(C)C1C=CN=CC=1.O1CCCC1. The yield is 0.520. (3) The reactants are ClC1C(Cl)=C(Cl)N=C(C(Cl)=O)C=1.[F-].[Cs+].C1OCCOCCOCCOCCOCCOC1.[CH3:33][CH:34]([OH:36])[CH3:35].C(N(CC)CC)C.[F:44][C:45]1[C:50]([F:51])=[C:49]([F:52])[N:48]=[C:47]([C:53](F)=[O:54])[CH:46]=1. The catalyst is C(#N)C. The product is [F:44][C:45]1[C:50]([F:51])=[C:49]([F:52])[N:48]=[C:47]([C:53]([O:36][CH:34]([CH3:35])[CH3:33])=[O:54])[CH:46]=1. The yield is 0.840. (4) The reactants are [NH2:1][C:2]1[CH:11]=[C:10](Cl)[CH:9]=[C:8]2[C:3]=1[C:4]([OH:18])([C:14]([F:17])([F:16])[F:15])[CH2:5][C:6](=[O:13])[NH:7]2.CC([O-])=O.[K+]. The catalyst is C(O)C.[Pd]. The product is [NH2:1][C:2]1[CH:11]=[CH:10][CH:9]=[C:8]2[C:3]=1[C:4]([OH:18])([C:14]([F:17])([F:15])[F:16])[CH2:5][C:6](=[O:13])[NH:7]2. The yield is 1.00. (5) The reactants are [CH2:1]1[C@H:5]2[CH2:6][CH2:7][CH2:8][C@H:4]2[CH2:3][N:2]1[C:9](=[O:31])[CH2:10][N:11]1[CH2:16][CH2:15][CH:14]([N:17]2[C:25]3[C:20](=[CH:21][C:22]([C:26]([NH:28][CH3:29])=[O:27])=[CH:23][CH:24]=3)[CH2:19][C:18]2=[O:30])[CH2:13][CH2:12]1.O.[S:33](=[O:37])(=[O:36])([OH:35])[OH:34]. The catalyst is CC(C)=O. The product is [S:33]([O-:37])([OH:36])(=[O:35])=[O:34].[CH2:1]1[C@H:5]2[CH2:6][CH2:7][CH2:8][C@H:4]2[CH2:3][N:2]1[C:9](=[O:31])[CH2:10][NH+:11]1[CH2:16][CH2:15][CH:14]([N:17]2[C:25]3[C:20](=[CH:21][C:22]([C:26]([NH:28][CH3:29])=[O:27])=[CH:23][CH:24]=3)[CH2:19][C:18]2=[O:30])[CH2:13][CH2:12]1. The yield is 0.800.